Dataset: Reaction yield outcomes from USPTO patents with 853,638 reactions. Task: Predict the reaction yield, written as a fraction of the theoretical maximum amount of product (1.0 means a 100% yield; for example, 0.34 means a 34% yield). The reactants are [F:1][C:2]1[CH:10]=[C:9]2[C:5]([C:6]([C:18]3[CH:19]=[C:20]4[N:26]=[C:25]([CH3:27])[O:24][C:21]4=[N:22][CH:23]=3)=[CH:7][N:8]2C(OC(C)(C)C)=O)=[CH:4][CH:3]=1.C(O)(C(F)(F)F)=O.C([O-])([O-])=O.[Na+].[Na+]. The catalyst is C(Cl)Cl. The product is [F:1][C:2]1[CH:10]=[C:9]2[C:5]([C:6]([C:18]3[CH:19]=[C:20]4[N:26]=[C:25]([CH3:27])[O:24][C:21]4=[N:22][CH:23]=3)=[CH:7][NH:8]2)=[CH:4][CH:3]=1. The yield is 0.460.